From a dataset of Forward reaction prediction with 1.9M reactions from USPTO patents (1976-2016). Predict the product of the given reaction. (1) Given the reactants [Cl:1][C:2]1[N:3]=[C:4]([NH:22][C:23]2[CH:28]=[CH:27][C:26]([O:29][CH3:30])=[CH:25][CH:24]=2)[C:5]2[C:10](I)=[CH:9][N:8]([S:12]([C:15]3[CH:21]=[CH:20][C:18]([CH3:19])=[CH:17][CH:16]=3)(=[O:14])=[O:13])[C:6]=2[N:7]=1.[CH3:31][N:32](C=O)C, predict the reaction product. The product is: [Cl:1][C:2]1[N:3]=[C:4]([NH:22][C:23]2[CH:28]=[CH:27][C:26]([O:29][CH3:30])=[CH:25][CH:24]=2)[C:5]2[C:10]([C:31]#[N:32])=[CH:9][N:8]([S:12]([C:15]3[CH:21]=[CH:20][C:18]([CH3:19])=[CH:17][CH:16]=3)(=[O:14])=[O:13])[C:6]=2[N:7]=1. (2) Given the reactants [CH3:1][S:2]([CH3:5])(=[O:4])=[O:3].C[Li].[F:8][C:9]1[CH:17]=[C:16]([O:18][CH3:19])[CH:15]=[CH:14][C:10]=1[C:11](Cl)=[O:12].Cl, predict the reaction product. The product is: [F:8][C:9]1[CH:17]=[C:16]([O:18][CH3:19])[CH:15]=[CH:14][C:10]=1[C:11](=[O:12])[CH2:1][S:2]([CH3:5])(=[O:4])=[O:3]. (3) Given the reactants [F:1][C:2]1[CH:3]=[CH:4][C:5]([O:10][C:11]2[CH:25]=[CH:24][C:14]3[C:15]([CH2:18][N:19]4[CH2:23][CH2:22][CH2:21][CH2:20]4)=[N:16][O:17][C:13]=3[CH:12]=2)=[C:6]([CH:9]=1)[C:7]#[N:8].[H-].[Al+3].[Li+].[H-].[H-].[H-], predict the reaction product. The product is: [F:1][C:2]1[CH:3]=[CH:4][C:5]([O:10][C:11]2[CH:25]=[CH:24][C:14]3[C:15]([CH2:18][N:19]4[CH2:20][CH2:21][CH2:22][CH2:23]4)=[N:16][O:17][C:13]=3[CH:12]=2)=[C:6]([CH:9]=1)[CH2:7][NH2:8]. (4) Given the reactants ClC1C=CC(N)=CC=1.N[C:10]1[CH:11]=[C:12]([CH:24]=[CH:25][C:26]=1OC)[C:13]([NH:15]C1C=CC(F)=C(F)C=1)=[O:14], predict the reaction product. The product is: [C:13]([NH2:15])(=[O:14])[C:12]1[CH:24]=[CH:25][CH:26]=[CH:10][CH:11]=1.